From a dataset of Full USPTO retrosynthesis dataset with 1.9M reactions from patents (1976-2016). Predict the reactants needed to synthesize the given product. Given the product [F:23][C:3]([F:2])([F:22])[C:4]1[CH:21]=[CH:20][CH:19]=[CH:18][C:5]=1[CH:6]([O:13][CH:14]1[CH2:17][N:16]([C:25]([NH:24][CH:4]([CH2:5][CH3:6])[CH3:3])=[O:26])[CH2:15]1)[C:7]1[CH:8]=[CH:9][CH:10]=[CH:11][CH:12]=1, predict the reactants needed to synthesize it. The reactants are: Cl.[F:2][C:3]([F:23])([F:22])[C:4]1[CH:21]=[CH:20][CH:19]=[CH:18][C:5]=1[CH:6]([O:13][CH:14]1[CH2:17][NH:16][CH2:15]1)[C:7]1[CH:12]=[CH:11][CH:10]=[CH:9][CH:8]=1.[N-:24]=[C:25]=[O:26].